This data is from Full USPTO retrosynthesis dataset with 1.9M reactions from patents (1976-2016). The task is: Predict the reactants needed to synthesize the given product. The reactants are: [Br:1][C:2]1[C:3](F)=[C:4]2[C:10]([NH:11][C:12]([C:14]3[CH:15]=[N:16][N:17]([CH2:19][C:20]4[CH:25]=[CH:24][CH:23]=[CH:22][CH:21]=4)[CH:18]=3)=[O:13])=[CH:9][NH:8][C:5]2=[N:6][CH:7]=1.[C:27]([O:31][C:32](=[O:40])[NH:33][C@@H:34]1[CH2:39][CH2:38][CH2:37][NH:36][CH2:35]1)([CH3:30])([CH3:29])[CH3:28].C(O)CCC. Given the product [C:27]([O:31][C:32](=[O:40])[NH:33][C@@H:34]1[CH2:39][CH2:38][CH2:37][N:36]([C:3]2[C:2]([Br:1])=[CH:7][N:6]=[C:5]3[NH:8][CH:9]=[C:10]([NH:11][C:12]([C:14]4[CH:15]=[N:16][N:17]([CH2:19][C:20]5[CH:25]=[CH:24][CH:23]=[CH:22][CH:21]=5)[CH:18]=4)=[O:13])[C:4]=23)[CH2:35]1)([CH3:30])([CH3:28])[CH3:29], predict the reactants needed to synthesize it.